Dataset: Catalyst prediction with 721,799 reactions and 888 catalyst types from USPTO. Task: Predict which catalyst facilitates the given reaction. (1) Reactant: Cl[C:2](OC1C=CC=CC=1)=[O:3].[NH2:11][C:12]1[CH:17]=[C:16]([CH:18]=[C:19]2[C:25]3[CH:26]=[CH:27][CH:28]=[CH:29][C:24]=3[CH2:23][CH2:22][C:21]3[CH:30]=[CH:31][CH:32]=[CH:33][C:20]2=3)[CH:15]=[CH:14][C:13]=1[OH:34].C([O-])(O)=O.[Na+].[OH-].[Na+].Cl. Product: [CH:29]1[C:24]2[CH2:23][CH2:22][C:21]3[CH:30]=[CH:31][CH:32]=[CH:33][C:20]=3[C:19](=[CH:18][C:16]3[CH:15]=[CH:14][C:13]4[O:34][C:2](=[O:3])[NH:11][C:12]=4[CH:17]=3)[C:25]=2[CH:26]=[CH:27][CH:28]=1. The catalyst class is: 72. (2) Reactant: [Br:1][C:2]1[CH:3]=[C:4]([OH:8])[CH:5]=[N:6][CH:7]=1.F[C:10]1[CH:15]=[CH:14][C:13]([S:16]([N:19]2[CH2:23][CH2:22][CH2:21][CH2:20]2)(=[O:18])=[O:17])=[CH:12][CH:11]=1.C(=O)([O-])[O-].[K+].[K+]. The catalyst class is: 44. Product: [Br:1][C:2]1[CH:7]=[N:6][CH:5]=[C:4]([O:8][C:10]2[CH:15]=[CH:14][C:13]([S:16]([N:19]3[CH2:20][CH2:21][CH2:22][CH2:23]3)(=[O:18])=[O:17])=[CH:12][CH:11]=2)[CH:3]=1.